From a dataset of Forward reaction prediction with 1.9M reactions from USPTO patents (1976-2016). Predict the product of the given reaction. (1) Given the reactants [OH:1][C:2]1[NH:7][C:6](=[O:8])[N:5]([CH2:9][C:10]2[CH:15]=[CH:14][CH:13]=[CH:12][CH:11]=2)[C:4](=[O:16])[C:3]=1[C:17]([NH:19][CH2:20][C:21]([O:23]CC)=[O:22])=[O:18].[CH3:26][O:27][C:28]1[CH:29]=[C:30]([CH:33]=[CH:34][CH:35]=1)[CH2:31]Br.C(=O)([O-])[O-].[Na+].[Na+].Cl, predict the reaction product. The product is: [OH:1][C:2]1[N:7]([CH2:31][C:30]2[CH:33]=[CH:34][CH:35]=[C:28]([O:27][CH3:26])[CH:29]=2)[C:6](=[O:8])[N:5]([CH2:9][C:10]2[CH:15]=[CH:14][CH:13]=[CH:12][CH:11]=2)[C:4](=[O:16])[C:3]=1[C:17]([NH:19][CH2:20][C:21]([OH:23])=[O:22])=[O:18]. (2) Given the reactants [CH3:1][C:2]1[N:6]([CH2:7][C:8]([N:10]2[CH2:15][CH2:14][CH:13]([C:16]3[S:17][CH:18]=[C:19]([C:21]([OH:23])=O)[N:20]=3)[CH2:12][CH2:11]2)=[O:9])[N:5]=[C:4]([C:24]([F:27])([F:26])[F:25])[CH:3]=1.[F:28][C:29]1[CH:34]=[CH:33][C:32]([CH2:35][SH:36])=[CH:31][CH:30]=1, predict the reaction product. The product is: [CH3:1][C:2]1[N:6]([CH2:7][C:8]([N:10]2[CH2:11][CH2:12][CH:13]([C:16]3[S:17][CH:18]=[C:19]([C:21](=[O:23])[S:36][CH2:35][C:32]4[CH:33]=[CH:34][C:29]([F:28])=[CH:30][CH:31]=4)[N:20]=3)[CH2:14][CH2:15]2)=[O:9])[N:5]=[C:4]([C:24]([F:27])([F:26])[F:25])[CH:3]=1. (3) Given the reactants Cl.[CH3:2][O:3][NH:4][CH3:5].[Cl:6][C:7]1[N:15]=[C:14]([Cl:16])[CH:13]=[CH:12][C:8]=1[C:9](Cl)=[O:10], predict the reaction product. The product is: [Cl:6][C:7]1[N:15]=[C:14]([Cl:16])[CH:13]=[CH:12][C:8]=1[C:9]([N:4]([O:3][CH3:2])[CH3:5])=[O:10]. (4) Given the reactants [OH-].[Na+].C([O:5][C:6]([CH2:8][CH2:9][C:10]1[C:14](C(OC2C=CC=CC=2)=O)=[C:13]([CH3:24])[NH:12][C:11]=1C(OCC)=O)=[O:7])C.Cl, predict the reaction product. The product is: [CH3:24][C:13]1[NH:12][CH:11]=[C:10]([CH2:9][CH2:8][C:6]([OH:7])=[O:5])[CH:14]=1.